Dataset: Full USPTO retrosynthesis dataset with 1.9M reactions from patents (1976-2016). Task: Predict the reactants needed to synthesize the given product. (1) Given the product [C:33]([O:32][C:30]([N:37]1[CH2:38][CH2:39][N:40]([CH2:47][CH:43]=[CH:44][C:45](=[O:46])[NH:20][C:18]2[CH:29]=[CH:28][CH:21]=[C:16]([NH:15][C:11]3[CH:10]=[C:9]([NH:8][C:4]4[CH:5]=[CH:6][CH:7]=[C:2]([CH3:1])[CH:3]=4)[N:14]=[CH:13][N:12]=3)[CH:17]=2)[CH2:41][CH2:42]1)=[O:31])([CH3:36])([CH3:35])[CH3:34], predict the reactants needed to synthesize it. The reactants are: [CH3:1][C:2]1[CH:3]=[C:4]([NH:8][C:9]2[N:14]=[CH:13][N:12]=[C:11]([NH:15][C:16]([CH2:21]Br)=[CH:17][C:18]([NH2:20])=O)[CH:10]=2)[CH:5]=[CH:6][CH:7]=1.C(N([CH2:28][CH3:29])CC)C.[C:30]([N:37]1[CH2:42][CH2:41][NH:40][CH2:39][CH2:38]1)([O:32][C:33]([CH3:36])([CH3:35])[CH3:34])=[O:31].[CH2:43]1[CH2:47][O:46][CH2:45][CH2:44]1. (2) Given the product [CH3:22][O:18][C:17]([C:14]1[N:13]=[C:12]2[N:8]([CH2:1][C:2]3[CH:3]=[CH:4][CH:5]=[CH:6][CH:7]=3)[CH:9]=[CH:10][C:11]2=[CH:16][CH:15]=1)=[O:19], predict the reactants needed to synthesize it. The reactants are: [CH2:1]([N:8]1[C:12]2=[N:13][C:14]([C:17]([OH:19])=[O:18])=[CH:15][CH:16]=[C:11]2[CH:10]=[CH:9]1)[C:2]1[CH:7]=[CH:6][CH:5]=[CH:4][CH:3]=1.[N+](=[CH2:22])=[N-].C(OCC)C.